Dataset: Catalyst prediction with 721,799 reactions and 888 catalyst types from USPTO. Task: Predict which catalyst facilitates the given reaction. (1) Reactant: [H-].[Na+].[CH3:3][C:4]1([CH3:22])[NH:8][C:7](=[O:9])[N:6]([C:10]2[CH:15]=[CH:14][C:13]([O:16][C:17]([F:20])([F:19])[F:18])=[CH:12][CH:11]=2)[C:5]1=[O:21].[CH2:23]([O:25][C:26]1[CH:31]=[C:30]([CH2:32]Br)[CH:29]=[CH:28][N:27]=1)[CH3:24].O.C(#N)C. Product: [CH3:3][C:4]1([CH3:22])[N:8]([CH2:32][C:30]2[CH:29]=[CH:28][N:27]=[C:26]([O:25][CH2:23][CH3:24])[CH:31]=2)[C:7](=[O:9])[N:6]([C:10]2[CH:15]=[CH:14][C:13]([O:16][C:17]([F:20])([F:19])[F:18])=[CH:12][CH:11]=2)[C:5]1=[O:21]. The catalyst class is: 9. (2) Reactant: [CH:1]1([CH2:5][C@H:6]([NH:13][C:14](=[O:20])[O:15][C:16]([CH3:19])([CH3:18])[CH3:17])[C:7](N(OC)C)=[O:8])[CH2:4][CH2:3][CH2:2]1.[H-].[Al+3].[Li+].[H-].[H-].[H-]. Product: [CH:1]1([CH2:5][C@H:6]([NH:13][C:14](=[O:20])[O:15][C:16]([CH3:18])([CH3:17])[CH3:19])[CH:7]=[O:8])[CH2:4][CH2:3][CH2:2]1. The catalyst class is: 7. (3) The catalyst class is: 1. Reactant: N[C:2]1[S:3][C:4]([I:12])=[C:5]([C:7]([O:9][CH2:10][CH3:11])=[O:8])[N:6]=1.N(OC(C)(C)C)=O. Product: [I:12][C:4]1[S:3][CH:2]=[N:6][C:5]=1[C:7]([O:9][CH2:10][CH3:11])=[O:8]. (4) Reactant: [CH2:1]([O:8][C:9]([CH:11]1[CH:16]([C:17]([OH:19])=O)[CH:15]2[O:20][CH:12]1[CH2:13][CH2:14]2)=[O:10])[C:2]1[CH:7]=[CH:6][CH:5]=[CH:4][CH:3]=1.[N:21]1([CH2:27][CH2:28][OH:29])[CH2:26][CH2:25][NH:24][CH2:23][CH2:22]1.C(Cl)CCl.C1C=CC2N(O)N=NC=2C=1.CCN(C(C)C)C(C)C. Product: [CH2:1]([O:8][C:9]([CH:11]1[CH:16]([C:17]([N:24]2[CH2:25][CH2:26][N:21]([CH2:27][CH2:28][OH:29])[CH2:22][CH2:23]2)=[O:19])[CH:15]2[O:20][CH:12]1[CH2:13][CH2:14]2)=[O:10])[C:2]1[CH:3]=[CH:4][CH:5]=[CH:6][CH:7]=1. The catalyst class is: 512. (5) Reactant: [C:1]([O:5][CH2:6][CH2:7][CH2:8][CH3:9])(=[O:4])[CH:2]=[CH2:3].[C:10]([O-:15])(=[O:14])[C:11]([CH3:13])=[CH2:12].N(C(C)(CC)C#N)=NC(C)(CC)C#N.[C:30]([O:33][CH2:34][CH3:35])(=O)C. Product: [CH2:6]([O:5][C:1](=[O:4])[CH:2]=[CH2:3])[CH2:7][CH2:8][CH3:9].[C:10]([O:15][CH2:35][CH:34]1[O:33][CH2:30]1)(=[O:14])[C:11]([CH3:13])=[CH2:12]. The catalyst class is: 11.